From a dataset of Full USPTO retrosynthesis dataset with 1.9M reactions from patents (1976-2016). Predict the reactants needed to synthesize the given product. (1) Given the product [CH3:16][O:15][CH2:14][CH2:13][O:12][C:9]1[CH:10]=[C:11]2[C:2]([NH:22][C:23]3[CH:28]=[CH:27][CH:26]=[C:25]([C:29]#[CH:30])[CH:24]=3)=[N:3][CH:4]=[N:5][C:6]2=[CH:7][C:8]=1[O:17][CH2:18][CH2:19][O:20][CH3:21].[S:31]([O-:35])([O-:34])(=[O:33])=[O:32], predict the reactants needed to synthesize it. The reactants are: Cl[C:2]1[C:11]2[C:6](=[CH:7][C:8]([O:17][CH2:18][CH2:19][O:20][CH3:21])=[C:9]([O:12][CH2:13][CH2:14][O:15][CH3:16])[CH:10]=2)[N:5]=[CH:4][N:3]=1.[NH2:22][C:23]1[CH:24]=[C:25]([C:29]#[CH:30])[CH:26]=[CH:27][CH:28]=1.[S:31](=[O:35])(=[O:34])([OH:33])[OH:32]. (2) Given the product [ClH:11].[CH3:1][C:2]1[C:9]([CH3:10])=[CH:8][CH:7]=[CH:6][C:3]=1[CH2:4][NH:5][C:15]1[S:16][CH2:12][CH2:13][N:14]=1, predict the reactants needed to synthesize it. The reactants are: [CH3:1][C:2]1[C:9]([CH3:10])=[CH:8][CH:7]=[CH:6][C:3]=1[CH2:4][NH2:5].[Cl:11][CH2:12][CH2:13][N:14]=[C:15]=[S:16]. (3) The reactants are: Cl[CH:2]([CH2:5][C:6]1[CH:16]=[CH:15][C:9]2[N:10]=[C:11]([S:13][CH3:14])[S:12][C:8]=2[CH:7]=1)[CH:3]=O.[N:17]1[CH:22]=[CH:21][CH:20]=[C:19]([NH2:23])[N:18]=1.O. Given the product [N:23]1[CH:3]=[C:2]([CH2:5][C:6]2[CH:16]=[CH:15][C:9]3[N:10]=[C:11]([S:13][CH3:14])[S:12][C:8]=3[CH:7]=2)[N:18]2[C:19]=1[CH:20]=[CH:21][CH:22]=[N:17]2, predict the reactants needed to synthesize it.